This data is from Catalyst prediction with 721,799 reactions and 888 catalyst types from USPTO. The task is: Predict which catalyst facilitates the given reaction. (1) Reactant: [C:1]12([CH2:11][NH2:12])[CH2:10][CH:5]3[CH2:6][CH:7]([CH2:9][CH:3]([CH2:4]3)[CH2:2]1)[CH2:8]2.[OH:13][C@@H:14]([C:18]1[CH:23]=[CH:22][CH:21]=[CH:20][CH:19]=1)[C:15](O)=[O:16].CCN=C=NCCCN(C)C.C1C=CC2N(O)N=NC=2C=1.CCN(C(C)C)C(C)C. Product: [C:1]12([CH2:11][NH:12][C:15](=[O:16])[C@@H:14]([OH:13])[C:18]3[CH:23]=[CH:22][CH:21]=[CH:20][CH:19]=3)[CH2:8][CH:7]3[CH2:6][CH:5]([CH2:4][CH:3]([CH2:9]3)[CH2:2]1)[CH2:10]2. The catalyst class is: 2. (2) Reactant: O.[OH-].[Li+].[F:4][CH2:5][CH:6]([O:9][C:10]1[CH:11]=[C:12]([O:25][C:26]2[N:27]=[CH:28][C:29]([C:32]([O:34]C)=[O:33])=[N:30][CH:31]=2)[CH:13]=[C:14]([C:16]([NH:18][C:19]2[CH:23]=[CH:22][N:21]([CH3:24])[N:20]=2)=[O:17])[CH:15]=1)[CH2:7][F:8]. Product: [F:4][CH2:5][CH:6]([O:9][C:10]1[CH:11]=[C:12]([O:25][C:26]2[N:27]=[CH:28][C:29]([C:32]([OH:34])=[O:33])=[N:30][CH:31]=2)[CH:13]=[C:14]([C:16]([NH:18][C:19]2[CH:23]=[CH:22][N:21]([CH3:24])[N:20]=2)=[O:17])[CH:15]=1)[CH2:7][F:8]. The catalyst class is: 90. (3) Reactant: [C:1](Cl)(=[O:8])[C:2]1[CH:7]=[CH:6][CH:5]=[CH:4][CH:3]=1.[Cl:10][C:11]1[CH:25]=[CH:24][C:14]([C:15]([N:17]2[CH2:22][CH2:21][CH2:20][C@@H:19]([NH2:23])[CH2:18]2)=[O:16])=[CH:13][CH:12]=1.[OH-].[Na+].[Cl-].[Na+]. Product: [Cl:10][C:11]1[CH:25]=[CH:24][C:14]([C:15]([N:17]2[CH2:22][CH2:21][CH2:20][C@@H:19]([NH:23][C:1](=[O:8])[C:2]3[CH:7]=[CH:6][CH:5]=[CH:4][CH:3]=3)[CH2:18]2)=[O:16])=[CH:13][CH:12]=1. The catalyst class is: 159. (4) Reactant: [CH:1]1[CH:2]=[CH:3][C:4]2[S:14][C:13]3[CH:12]=[CH:11][CH:10]=[CH:9][C:8]=3[N:7]([CH2:15][C:16]34[CH2:23][CH2:22][N:19]([CH2:20][CH2:21]3)[CH2:18][CH2:17]4)[C:5]=2[CH:6]=1.[CH2:24]([OH:100])[C@H:25]1[O:30][C@@H:29]2[O:31][C@H:32]3[C@H:37]([OH:38])[C@@H:36]([OH:39])[C@@H:35]([O:40][C@H:41]4[C@H:46]([OH:47])[C@@H:45]([OH:48])[C@@H:44]([O:49][C@H:50]5[C@H:55]([OH:56])[C@@H:54]([OH:57])[C@@H:53]([O:58][C@H:59]6[C@H:64]([OH:65])[C@@H:63]([OH:66])[C@@H:62]([O:67][C@H:68]7[C@H:73]([OH:74])[C@@H:72]([OH:75])[C@@H:71]([O:76][C@H:77]8[C@H:83]([OH:84])[C@@H:82]([OH:85])[C@@H:80]([O:81][C@H:26]1[C@H:27]([OH:99])[C@H:28]2[OH:98])[O:79][C@@H:78]8[CH2:86][OH:87])[O:70][C@@H:69]7[CH2:88][OH:89])[O:61][C@@H:60]6[CH2:90][OH:91])[O:52][C@@H:51]5[CH2:92][OH:93])[O:43][C@@H:42]4[CH2:94][OH:95])[O:34][C@@H:33]3[CH2:96][OH:97].[NH2:101][C@H:102]([C:110]([OH:112])=[O:111])[CH2:103][CH2:104][CH2:105][NH:106][C:107](=[NH:109])[NH2:108]. Product: [CH:10]1[CH:11]=[CH:12][C:13]2[S:14][C:4]3[CH:3]=[CH:2][CH:1]=[CH:6][C:5]=3[N:7]([CH2:15][C:16]34[CH2:17][CH2:18][N:19]([CH2:20][CH2:21]3)[CH2:22][CH2:23]4)[C:8]=2[CH:9]=1.[CH2:90]([OH:91])[C@H:60]1[O:61][C@@H:62]2[O:67][C@H:68]3[C@H:73]([OH:74])[C@@H:72]([OH:75])[C@@H:71]([O:76][C@H:77]4[C@H:83]([OH:84])[C@@H:82]([OH:85])[C@@H:80]([O:81][C@H:26]5[C@H:27]([OH:99])[C@@H:28]([OH:98])[C@@H:29]([O:31][C@H:32]6[C@H:37]([OH:38])[C@@H:36]([OH:39])[C@@H:35]([O:40][C@H:41]7[C@H:46]([OH:47])[C@@H:45]([OH:48])[C@@H:44]([O:49][C@H:50]8[C@H:55]([OH:56])[C@@H:54]([OH:57])[C@@H:53]([O:58][C@H:59]1[C@H:64]([OH:65])[C@H:63]2[OH:66])[O:52][C@@H:51]8[CH2:92][OH:93])[O:43][C@@H:42]7[CH2:94][OH:95])[O:34][C@@H:33]6[CH2:96][OH:97])[O:30][C@@H:25]5[CH2:24][OH:100])[O:79][C@@H:78]4[CH2:86][OH:87])[O:70][C@@H:69]3[CH2:88][OH:89].[NH2:101][C@H:102]([C:110]([OH:112])=[O:111])[CH2:103][CH2:104][CH2:105][NH:106][C:107](=[NH:108])[NH2:109]. The catalyst class is: 6. (5) Product: [Cl:7][C:8]1[C:13]([N:1]2[CH2:6][CH2:5][O:4][CH2:3][CH2:2]2)=[N:12][C:11]([F:15])=[N:10][C:9]=1[F:16]. The catalyst class is: 12. Reactant: [NH:1]1[CH2:6][CH2:5][O:4][CH2:3][CH2:2]1.[Cl:7][C:8]1[C:9]([F:16])=[N:10][C:11]([F:15])=[N:12][C:13]=1F.C(N(CC)C(C)C)(C)C. (6) Reactant: C[O:2][C:3](=[O:14])[C:4]1[CH:9]=[C:8]([F:10])[C:7]([O:11][CH3:12])=[C:6]([Br:13])[CH:5]=1.[OH-].[Li+]. Product: [Br:13][C:6]1[CH:5]=[C:4]([CH:9]=[C:8]([F:10])[C:7]=1[O:11][CH3:12])[C:3]([OH:14])=[O:2]. The catalyst class is: 20. (7) Reactant: [CH3:1][N:2]([CH2:25][CH2:26][CH2:27][C:28](OC)=[O:29])[C:3]([C:5]1[CH:6]=[C:7]2[C:15](=[CH:16][CH:17]=1)[N:14]([CH3:18])[C:13]1[CH2:12][CH2:11][C@@H:10]([CH:19]3[CH2:24][CH2:23][O:22][CH2:21][CH2:20]3)[CH2:9][C:8]2=1)=[O:4].[OH-].[Li+].C(N(CC)C(C)C)(C)C.[CH2:43]([CH2:45][NH2:46])[OH:44].F[P-](F)(F)(F)(F)F.N1(OC(N(C)C)=[N+](C)C)C2N=CC=CC=2N=N1. Product: [OH:44][CH2:43][CH2:45][NH:46][C:28](=[O:29])[CH2:27][CH2:26][CH2:25][N:2]([CH3:1])[C:3]([C:5]1[CH:6]=[C:7]2[C:15](=[CH:16][CH:17]=1)[N:14]([CH3:18])[C:13]1[CH2:12][CH2:11][C@@H:10]([CH:19]3[CH2:20][CH2:21][O:22][CH2:23][CH2:24]3)[CH2:9][C:8]2=1)=[O:4]. The catalyst class is: 12. (8) Reactant: [Si:1]([O:8][CH2:9][C:10]1([CH3:38])[S:16][CH2:15][CH2:14][N:13]2[C:17]([C:20]3([C:23]4[CH:28]=[CH:27][C:26](B5OC(C)(C)C(C)(C)O5)=[CH:25][CH:24]=4)[CH2:22][CH2:21]3)=[N:18][N:19]=[C:12]2[CH2:11]1)([C:4]([CH3:7])([CH3:6])[CH3:5])([CH3:3])[CH3:2].Br[C:40]1[CH:45]=[CH:44][C:43]([Cl:46])=[CH:42][N:41]=1.C(=O)([O-])[O-].[K+].[K+].C(=O)([O-])O.[Na+]. Product: [Si:1]([O:8][CH2:9][C:10]1([CH3:38])[S:16][CH2:15][CH2:14][N:13]2[C:17]([C:20]3([C:23]4[CH:24]=[CH:25][C:26]([C:40]5[CH:45]=[CH:44][C:43]([Cl:46])=[CH:42][N:41]=5)=[CH:27][CH:28]=4)[CH2:22][CH2:21]3)=[N:18][N:19]=[C:12]2[CH2:11]1)([C:4]([CH3:6])([CH3:5])[CH3:7])([CH3:3])[CH3:2]. The catalyst class is: 437.